From a dataset of Catalyst prediction with 721,799 reactions and 888 catalyst types from USPTO. Predict which catalyst facilitates the given reaction. (1) Reactant: [CH2:1]([O:8][C:9]([N:11]1[CH2:15][CH2:14][CH2:13][C@H:12]1[C:16](=[O:25])[NH:17][C:18]1[CH:23]=[CH:22][CH:21]=[C:20](Br)[CH:19]=1)=[O:10])[C:2]1[CH:7]=[CH:6][CH:5]=[CH:4][CH:3]=1.C([O-])(O)=O.[Na+].C[N:32]([CH:34]=O)C. Product: [CH2:1]([O:8][C:9]([N:11]1[CH2:15][CH2:14][CH2:13][C@H:12]1[C:16](=[O:25])[NH:17][C:18]1[CH:19]=[C:20]([C:2]2[CH:7]=[CH:6][C:34]([NH2:32])=[CH:4][CH:3]=2)[CH:21]=[CH:22][CH:23]=1)=[O:10])[C:2]1[CH:7]=[CH:6][CH:5]=[CH:4][CH:3]=1. The catalyst class is: 5. (2) The catalyst class is: 3. Product: [Br:16][C:9]1[CH:10]=[CH:11][C:6]([N:5]([CH2:12][CH2:13][CH2:14][CH3:15])[CH2:1][CH2:2][CH2:3][CH3:4])=[CH:7][CH:8]=1. Reactant: [CH2:1]([N:5]([CH2:12][CH2:13][CH2:14][CH3:15])[C:6]1[CH:11]=[CH:10][CH:9]=[CH:8][CH:7]=1)[CH2:2][CH2:3][CH3:4].[Br:16]N1C(=O)CCC1=O.O.